From a dataset of Reaction yield outcomes from USPTO patents with 853,638 reactions. Predict the reaction yield, written as a fraction of the theoretical maximum amount of product (1.0 means a 100% yield; for example, 0.34 means a 34% yield). (1) The reactants are FC(F)(F)C(O)=O.[CH2:8]([O:10][C:11]1[C:19]2[C:18](=O)[N:17]([C:21]3[CH:26]=[CH:25][C:24]([CH2:27][C:28]([O:30][CH2:31][CH3:32])=[O:29])=[C:23]([F:33])[CH:22]=3)[CH:16]([OH:34])[C:15]=2[C:14]([O:35][CH2:36][CH3:37])=[C:13]2[CH:38]=[CH:39][CH:40]=[CH:41][C:12]=12)[CH3:9].C([SiH](CC)CC)C. The catalyst is ClCCl. The product is [CH2:8]([O:10][C:11]1[C:19]2[CH2:18][N:17]([C:21]3[CH:26]=[CH:25][C:24]([CH2:27][C:28]([O:30][CH2:31][CH3:32])=[O:29])=[C:23]([F:33])[CH:22]=3)[C:16](=[O:34])[C:15]=2[C:14]([O:35][CH2:36][CH3:37])=[C:13]2[CH:38]=[CH:39][CH:40]=[CH:41][C:12]=12)[CH3:9]. The yield is 0.950. (2) The reactants are [C:1]([OH:10])(=O)[C:2]1[C:3](=[CH:5][CH:6]=[CH:7][CH:8]=1)[SH:4].[CH3:11][Li]. The catalyst is O1CCCC1. The product is [SH:4][C:3]1[CH:5]=[CH:6][CH:7]=[CH:8][C:2]=1[C:1](=[O:10])[CH3:11]. The yield is 0.900. (3) The reactants are O=C1C2C(=CC=CC=2)C(=O)[N:3]1[CH2:12][CH2:13][CH2:14][CH2:15][C:16]1[CH:21]=[CH:20][C:19]([O:22][C:23](=[S:27])[N:24]([CH3:26])[CH3:25])=[CH:18][CH:17]=1.CN. No catalyst specified. The product is [NH2:3][CH2:12][CH2:13][CH2:14][CH2:15][C:16]1[CH:21]=[CH:20][C:19]([O:22][C:23](=[S:27])[N:24]([CH3:25])[CH3:26])=[CH:18][CH:17]=1. The yield is 0.460. (4) The catalyst is C(Cl)Cl.CCN(CC)CC. The yield is 0.940. The product is [CH2:12]([O:11][C:9]([N:5]1[CH2:6][CH2:7][CH2:8][CH:3]([CH2:2][OH:1])[CH2:4]1)=[O:10])[C:13]1[CH:18]=[CH:17][CH:16]=[CH:15][CH:14]=1. The reactants are [OH:1][CH2:2][CH:3]1[CH2:8][CH2:7][CH2:6][NH:5][CH2:4]1.[C:9](Cl)([O:11][CH2:12][C:13]1[CH:18]=[CH:17][CH:16]=[CH:15][CH:14]=1)=[O:10].